This data is from Catalyst prediction with 721,799 reactions and 888 catalyst types from USPTO. The task is: Predict which catalyst facilitates the given reaction. (1) Reactant: [C:1]([C:5]1[N:6]([CH:23]=[CH:24][CH:25]([OH:35])[CH2:26][C:27](=[O:34])[CH2:28][C:29]([O:31][CH2:32][CH3:33])=[O:30])[C:7]([C:17]2[CH:22]=[CH:21][N:20]=[CH:19][CH:18]=2)=[C:8]([C:10]2[CH:15]=[CH:14][C:13]([F:16])=[CH:12][CH:11]=2)[N:9]=1)([CH3:4])([CH3:3])[CH3:2].C(B(CC)OC)C.[BH4-].[Na+]. Product: [C:1]([C:5]1[N:6](/[CH:23]=[CH:24]/[C@H:25]([OH:35])[CH2:26][C@H:27]([OH:34])[CH2:28][C:29]([O:31][CH2:32][CH3:33])=[O:30])[C:7]([C:17]2[CH:22]=[CH:21][N:20]=[CH:19][CH:18]=2)=[C:8]([C:10]2[CH:11]=[CH:12][C:13]([F:16])=[CH:14][CH:15]=2)[N:9]=1)([CH3:3])([CH3:2])[CH3:4]. The catalyst class is: 83. (2) The catalyst class is: 9. Product: [C:14]([NH:13][C:11]1[S:12][C:8]2[CH:7]=[C:6]([O:5][C:4]3[CH:3]=[C:2]([NH:1][C:27](=[O:28])[C:26]4[CH:30]=[CH:31][C:23]([Cl:22])=[C:24]([C:32]([C:35]#[N:36])([CH3:33])[CH3:34])[CH:25]=4)[CH:21]=[CH:20][CH:19]=3)[CH:18]=[CH:17][C:9]=2[N:10]=1)(=[O:16])[CH3:15]. Reactant: [NH2:1][C:2]1[CH:3]=[C:4]([CH:19]=[CH:20][CH:21]=1)[O:5][C:6]1[CH:18]=[CH:17][C:9]2[N:10]=[C:11]([NH:13][C:14](=[O:16])[CH3:15])[S:12][C:8]=2[CH:7]=1.[Cl:22][C:23]1[CH:31]=[CH:30][C:26]([C:27](O)=[O:28])=[CH:25][C:24]=1[C:32]([C:35]#[N:36])([CH3:34])[CH3:33].O1CCCC1.C(Cl)(=O)C(Cl)=O. (3) Reactant: [Br:1][C:2]1[CH:13]=[CH:12][C:5]2[O:6][CH2:7][CH:8]([OH:11])[CH2:9][O:10][C:4]=2[CH:3]=1.CC(OI1(OC(C)=O)(OC(C)=O)OC(=O)C2C=CC=CC1=2)=O. Product: [Br:1][C:2]1[CH:13]=[CH:12][C:5]2[O:6][CH2:7][C:8](=[O:11])[CH2:9][O:10][C:4]=2[CH:3]=1. The catalyst class is: 4. (4) Reactant: [Br:1][C:2]1[CH:3]=[CH:4][C:5]([CH2:8][OH:9])=[N:6][CH:7]=1.N1C=CN=C1.[Si:15](Cl)([C:28]([CH3:31])([CH3:30])[CH3:29])([C:22]1[CH:27]=[CH:26][CH:25]=[CH:24][CH:23]=1)[C:16]1[CH:21]=[CH:20][CH:19]=[CH:18][CH:17]=1. Product: [Br:1][C:2]1[CH:3]=[CH:4][C:5]([CH2:8][O:9][Si:15]([C:28]([CH3:31])([CH3:30])[CH3:29])([C:22]2[CH:23]=[CH:24][CH:25]=[CH:26][CH:27]=2)[C:16]2[CH:21]=[CH:20][CH:19]=[CH:18][CH:17]=2)=[N:6][CH:7]=1. The catalyst class is: 4. (5) Reactant: [CH:1]1([CH:4]([C:6]2[CH:7]=[C:8]([CH:13]=[CH:14][CH:15]=2)[C:9](OC)=[O:10])[CH3:5])[CH2:3][CH2:2]1.[H-].[Al+3].[Li+].[H-].[H-].[H-]. Product: [CH:1]1([CH:4]([C:6]2[CH:7]=[C:8]([CH2:9][OH:10])[CH:13]=[CH:14][CH:15]=2)[CH3:5])[CH2:3][CH2:2]1. The catalyst class is: 1. (6) Reactant: [H-].[Na+].[NH2:3][C:4]1[N:12]=[C:11]2[C:7]([N:8]=[CH:9][NH:10]2)=[C:6]([Cl:13])[N:5]=1.I[CH:15]([CH3:17])[CH3:16]. Product: [NH2:3][C:4]1[N:12]=[C:11]2[C:7]([N:8]=[CH:9][N:10]2[CH:15]([CH3:17])[CH3:16])=[C:6]([Cl:13])[N:5]=1. The catalyst class is: 3. (7) Reactant: [OH:1][CH2:2][CH2:3][C:4]([O:6][C:7]([CH3:10])([CH3:9])[CH3:8])=[O:5].N1C=CC=CC=1.Cl[C:18]([C:31]1[CH:36]=[CH:35][CH:34]=[CH:33][CH:32]=1)([C:25]1[CH:30]=[CH:29][CH:28]=[CH:27][CH:26]=1)[C:19]1[CH:24]=[CH:23][CH:22]=[CH:21][CH:20]=1. Product: [C:18]([O:1][CH2:2][CH2:3][C:4]([O:6][C:7]([CH3:10])([CH3:9])[CH3:8])=[O:5])([C:19]1[CH:24]=[CH:23][CH:22]=[CH:21][CH:20]=1)([C:31]1[CH:32]=[CH:33][CH:34]=[CH:35][CH:36]=1)[C:25]1[CH:26]=[CH:27][CH:28]=[CH:29][CH:30]=1. The catalyst class is: 2.